Task: Predict the reaction yield, written as a fraction of the theoretical maximum amount of product (1.0 means a 100% yield; for example, 0.34 means a 34% yield).. Dataset: Reaction yield outcomes from USPTO patents with 853,638 reactions (1) The reactants are [H-].[Na+].[H][H].[I-].[CH3:6][P+](C1C=CC=CC=1)(C1C=CC=CC=1)C1C=CC=CC=1.[CH3:26][O:27][C:28]1[CH:29]=[C:30]2[C:35](=[CH:36][CH:37]=1)[C:34](=O)[CH2:33][CH2:32][CH2:31]2. The catalyst is CS(C)=O. The product is [CH3:26][O:27][C:28]1[CH:29]=[C:30]2[C:35](=[CH:36][CH:37]=1)[C:34](=[CH2:6])[CH2:33][CH2:32][CH2:31]2. The yield is 0.940. (2) The reactants are Br[C:2]1[C:7](=[O:8])[N:6]([CH2:9][C:10]2[CH:15]=[CH:14][C:13]([C:16]3[C:17]([C:22]#[N:23])=[CH:18][CH:19]=[CH:20][CH:21]=3)=[CH:12][CH:11]=2)[C:5]([O:24][CH2:25][CH3:26])=[N:4][C:3]=1[CH3:27].[C:28]1(B(O)O)[CH:33]=[CH:32][CH:31]=[CH:30][CH:29]=1.C(=O)([O-])[O-].[Cs+].[Cs+]. The catalyst is O1CCOCC1.C(OCC)(=O)C.C1C=CC(P(C2C=CC=CC=2)[C-]2C=CC=C2)=CC=1.C1C=CC(P(C2C=CC=CC=2)[C-]2C=CC=C2)=CC=1.Cl[Pd]Cl.[Fe+2]. The product is [CH2:25]([O:24][C:5]1[N:6]([CH2:9][C:10]2[CH:15]=[CH:14][C:13]([C:16]3[C:17]([C:22]#[N:23])=[CH:18][CH:19]=[CH:20][CH:21]=3)=[CH:12][CH:11]=2)[C:7](=[O:8])[C:2]([C:28]2[CH:33]=[CH:32][CH:31]=[CH:30][CH:29]=2)=[C:3]([CH3:27])[N:4]=1)[CH3:26]. The yield is 0.780. (3) The reactants are Cl[CH2:2][CH2:3][CH2:4][C:5]([C:7]1[CH:12]=[CH:11][C:10]([CH2:13][C:14](N(OC)C)=[O:15])=[CH:9][CH:8]=1)=[O:6].[OH-:20].[K+].Cl. The catalyst is C(O)C. The product is [CH:4]1([C:5]([C:7]2[CH:8]=[CH:9][C:10]([CH2:13][C:14]([OH:15])=[O:20])=[CH:11][CH:12]=2)=[O:6])[CH2:3][CH2:2]1. The yield is 0.950.